From a dataset of Retrosynthesis with 50K atom-mapped reactions and 10 reaction types from USPTO. Predict the reactants needed to synthesize the given product. (1) Given the product Nc1nc2ccc(O)cc2s1, predict the reactants needed to synthesize it. The reactants are: COc1ccc2nc(N)sc2c1. (2) The reactants are: CC(C)(C)OC(=O)NCC(=O)c1ccc(OCC(=O)O)cc1.CCOC(C)=O. Given the product CC(C)OC(=O)COc1ccc(C(=O)CNC(=O)OC(C)(C)C)cc1, predict the reactants needed to synthesize it. (3) Given the product CN(C)CC1CC1c1ccc2cc[nH]c2c1, predict the reactants needed to synthesize it. The reactants are: CNC.O=CC1CC1c1ccc2cc[nH]c2c1. (4) Given the product CC(C)Oc1ccc(-c2nc(-c3ccc(CCCC(=O)O)c4ccn(C)c34)no2)cc1Cl, predict the reactants needed to synthesize it. The reactants are: CCOC(=O)CCCc1ccc(-c2noc(-c3ccc(OC(C)C)c(Cl)c3)n2)c2c1ccn2C. (5) Given the product COc1ccc(C#N)cc1-c1cc2c(n1C(C)C)C(c1ccc(Cl)cc1)N(c1cc(Cl)ccc1C)C2=O, predict the reactants needed to synthesize it. The reactants are: COc1ccc(C#N)cc1B(O)O.Cc1ccc(Cl)cc1N1C(=O)c2cc(Br)n(C(C)C)c2C1c1ccc(Cl)cc1.